From a dataset of NCI-60 drug combinations with 297,098 pairs across 59 cell lines. Regression. Given two drug SMILES strings and cell line genomic features, predict the synergy score measuring deviation from expected non-interaction effect. (1) Drug 1: C1=CC(=CC=C1CCC2=CNC3=C2C(=O)NC(=N3)N)C(=O)NC(CCC(=O)O)C(=O)O. Drug 2: CCC1(CC2CC(C3=C(CCN(C2)C1)C4=CC=CC=C4N3)(C5=C(C=C6C(=C5)C78CCN9C7C(C=CC9)(C(C(C8N6C)(C(=O)OC)O)OC(=O)C)CC)OC)C(=O)OC)O.OS(=O)(=O)O. Cell line: HL-60(TB). Synergy scores: CSS=78.8, Synergy_ZIP=8.60, Synergy_Bliss=9.38, Synergy_Loewe=5.73, Synergy_HSA=9.25. (2) Drug 1: CN(C)N=NC1=C(NC=N1)C(=O)N. Drug 2: CN1C(=O)N2C=NC(=C2N=N1)C(=O)N. Cell line: IGROV1. Synergy scores: CSS=3.89, Synergy_ZIP=-3.20, Synergy_Bliss=-3.74, Synergy_Loewe=-12.3, Synergy_HSA=-5.12. (3) Drug 1: C1CN1C2=NC(=NC(=N2)N3CC3)N4CC4. Drug 2: C#CCC(CC1=CN=C2C(=N1)C(=NC(=N2)N)N)C3=CC=C(C=C3)C(=O)NC(CCC(=O)O)C(=O)O. Cell line: HCT116. Synergy scores: CSS=52.3, Synergy_ZIP=-1.87, Synergy_Bliss=-3.44, Synergy_Loewe=-0.781, Synergy_HSA=-2.04.